This data is from Forward reaction prediction with 1.9M reactions from USPTO patents (1976-2016). The task is: Predict the product of the given reaction. (1) Given the reactants [CH3:1][N:2]1[C:6]([CH3:7])=[C:5]([C:8](=[O:17])[N:9]([CH3:16])[C:10]2[CH:15]=[CH:14][CH:13]=[CH:12][CH:11]=2)[CH:4]=[C:3]1[C:18]1[CH:19]=[C:20]2[C:25](=[CH:26][C:27]=1[C:28]([N:30]1[C@H:39]([CH2:40][N:41]3[CH2:46][CH2:45][O:44][CH2:43][CH2:42]3)[CH2:38][C:37]3[C:32](=[CH:33][CH:34]=[CH:35][CH:36]=3)[CH2:31]1)=[O:29])[CH2:24][N:23]([C:47]([O:49][C:50](Cl)(Cl)Cl)=[O:48])[CH2:22][CH2:21]2.C(=O)([O-])[O-].[K+].[K+].[NH:60]1[C:68]2[C:63](=[CH:64][CH:65]=C(O)[CH:67]=2)[CH:62]=[CH:61]1, predict the reaction product. The product is: [CH3:1][N:2]1[C:6]([CH3:7])=[C:5]([C:8](=[O:17])[N:9]([CH3:16])[C:10]2[CH:15]=[CH:14][CH:13]=[CH:12][CH:11]=2)[CH:4]=[C:3]1[C:18]1[CH:19]=[C:20]2[C:25](=[CH:26][C:27]=1[C:28]([N:30]1[C@H:39]([CH2:40][N:41]3[CH2:46][CH2:45][O:44][CH2:43][CH2:42]3)[CH2:38][C:37]3[C:32](=[CH:33][CH:34]=[CH:35][CH:36]=3)[CH2:31]1)=[O:29])[CH2:24][N:23]([C:47]([O:49][C:50]1[CH:67]=[C:68]3[C:63]([CH:62]=[CH:61][NH:60]3)=[CH:64][CH:65]=1)=[O:48])[CH2:22][CH2:21]2. (2) The product is: [F:10][C:3]1[CH:4]=[C:5]([F:9])[C:6]([F:8])=[CH:7][C:2]=1[CH2:12][C:13]([OH:15])=[O:14]. Given the reactants Br[C:2]1[CH:7]=[C:6]([F:8])[C:5]([F:9])=[CH:4][C:3]=1[F:10].C(OCC)(=O)[CH2:12][C:13]([O:15]CC)=[O:14].CC(C)([O-])C.[Na+].C(OC1C=C(F)C(F)=CC=1F)(=O)CC([O-])=O, predict the reaction product. (3) Given the reactants [OH:1][C:2]1[CH:7]=[CH:6][C:5](B(O)O)=[CH:4][CH:3]=1.I[C:12]1[C:20]2[C:15](=[N:16][CH:17]=[N:18][C:19]=2[NH2:21])[N:14]([CH:22]([CH3:24])[CH3:23])[N:13]=1.C([O-])([O-])=O.[Na+].[Na+], predict the reaction product. The product is: [NH2:21][C:19]1[N:18]=[CH:17][N:16]=[C:15]2[N:14]([CH:22]([CH3:24])[CH3:23])[N:13]=[C:12]([C:5]3[CH:6]=[CH:7][C:2]([OH:1])=[CH:3][CH:4]=3)[C:20]=12.